This data is from Reaction yield outcomes from USPTO patents with 853,638 reactions. The task is: Predict the reaction yield, written as a fraction of the theoretical maximum amount of product (1.0 means a 100% yield; for example, 0.34 means a 34% yield). (1) The reactants are [CH3:1][O:2][C:3]1[N:4]=[C:5]2[C:10](=[CH:11][CH:12]=1)[N:9]=[CH:8][CH:7]=[C:6]2[N:13]1[CH:21]=[C:20]2[C:15]([CH2:16][CH2:17][CH:18]([NH:22][CH2:23][C:24]3[CH:25]=[CH:26][C:27]4[S:32][CH2:31][C:30](=[O:33])[NH:29][C:28]=4[CH:34]=3)[CH2:19]2)=[N:14]1.ClC(Cl)C.[CH:39](=O)[C:40]1[CH:45]=[CH:44][CH:43]=[CH:42][CH:41]=1.[BH-](OC(C)=O)(OC(C)=O)OC(C)=O.[Na+].[BH4-].[Na+]. The catalyst is C(Cl)Cl.CN(C=O)C. The product is [CH2:39]([N:22]([CH2:23][C:24]1[CH:25]=[CH:26][C:27]2[S:32][CH2:31][C:30](=[O:33])[NH:29][C:28]=2[CH:34]=1)[CH:18]1[CH2:17][CH2:16][C:15]2[C:20](=[CH:21][N:13]([C:6]3[C:5]4[C:10](=[CH:11][CH:12]=[C:3]([O:2][CH3:1])[N:4]=4)[N:9]=[CH:8][CH:7]=3)[N:14]=2)[CH2:19]1)[C:40]1[CH:45]=[CH:44][CH:43]=[CH:42][CH:41]=1. The yield is 0.0500. (2) The reactants are [Cl:1][C:2]1[CH:7]=[CH:6][C:5]([O:8][C:9]2[CH:14]=[CH:13][C:12]([CH2:15][S:16][C:17]3[NH:18][CH:19]=[C:20]([C:24](OCC)=[O:25])[C:21](=[O:23])[N:22]=3)=[CH:11][CH:10]=2)=[CH:4][C:3]=1[C:29]([F:32])([F:31])[F:30].B.CSC. The catalyst is C1COCC1. The product is [Cl:1][C:2]1[CH:7]=[CH:6][C:5]([O:8][C:9]2[CH:10]=[CH:11][C:12]([CH2:15][S:16][C:17]3[NH:18][CH:19]=[C:20]([CH2:24][OH:25])[C:21](=[O:23])[N:22]=3)=[CH:13][CH:14]=2)=[CH:4][C:3]=1[C:29]([F:30])([F:32])[F:31]. The yield is 0.427.